From a dataset of Peptide-MHC class II binding affinity with 134,281 pairs from IEDB. Regression. Given a peptide amino acid sequence and an MHC pseudo amino acid sequence, predict their binding affinity value. This is MHC class II binding data. (1) The peptide sequence is IIQGLKLMNSPEFHL. The MHC is DRB1_1101 with pseudo-sequence DRB1_1101. The binding affinity (normalized) is 0.490. (2) The peptide sequence is QVPLVQQQQYLGQQQP. The MHC is DRB1_1101 with pseudo-sequence DRB1_1101. The binding affinity (normalized) is 0.177. (3) The peptide sequence is AFKVAATAANAAPAN. The MHC is HLA-DQA10104-DQB10503 with pseudo-sequence HLA-DQA10104-DQB10503. The binding affinity (normalized) is 0.0883. (4) The peptide sequence is FIKVRQYDQILIEICGKKAIGTV. The MHC is HLA-DPA10201-DPB10101 with pseudo-sequence HLA-DPA10201-DPB10101. The binding affinity (normalized) is 0.564. (5) The MHC is DRB1_0101 with pseudo-sequence DRB1_0101. The binding affinity (normalized) is 0.667. The peptide sequence is FANNQDERLLGFTME. (6) The peptide sequence is NSADTISSYFVGKMYFNL. The MHC is DRB3_0101 with pseudo-sequence DRB3_0101. The binding affinity (normalized) is 0. (7) The peptide sequence is LQGPFNFRFLTEKGM. The MHC is DRB1_1501 with pseudo-sequence DRB1_1501. The binding affinity (normalized) is 0.133. (8) The peptide sequence is QPFPKTVWEQILNTW. The MHC is DRB1_0401 with pseudo-sequence DRB1_0401. The binding affinity (normalized) is 0.352. (9) The peptide sequence is IHIGDSSKVTITDTT. The MHC is DRB1_1602 with pseudo-sequence DRB1_1602. The binding affinity (normalized) is 0.